This data is from Peptide-MHC class I binding affinity with 185,985 pairs from IEDB/IMGT. The task is: Regression. Given a peptide amino acid sequence and an MHC pseudo amino acid sequence, predict their binding affinity value. This is MHC class I binding data. The peptide sequence is RQNAAIEAL. The MHC is HLA-B27:05 with pseudo-sequence HLA-B27:05. The binding affinity (normalized) is 0.423.